Dataset: Forward reaction prediction with 1.9M reactions from USPTO patents (1976-2016). Task: Predict the product of the given reaction. (1) The product is: [CH3:1][O:2][C:3](=[O:12])[C:4]1[CH:9]=[CH:8][C:7]([CH2:10][Br:25])=[C:6]([F:11])[CH:5]=1. Given the reactants [CH3:1][O:2][C:3](=[O:12])[C:4]1[CH:9]=[CH:8][C:7]([CH3:10])=[C:6]([F:11])[CH:5]=1.CC(N=NC(C#N)(C)C)(C#N)C.[Br:25]N1C(=O)CCC1=O, predict the reaction product. (2) Given the reactants Br[C:2]1[CH:3]=[C:4]2[C:10]([C:11]([C:13]3[C:14]([F:27])=[C:15]([NH:20][S:21]([CH2:24][CH2:25][CH3:26])(=[O:23])=[O:22])[CH:16]=[CH:17][C:18]=3[F:19])=[O:12])=[CH:9][N:8]([C:28](=[O:37])[C:29]3[C:34]([Cl:35])=[CH:33][CH:32]=[CH:31][C:30]=3[Cl:36])[C:5]2=[N:6][CH:7]=1.[NH:38]1[C:46]2[C:41](=[CH:42][C:43](B(O)O)=[CH:44][CH:45]=2)[CH:40]=[CH:39]1.C(=O)([O-])[O-].[K+].[K+].C(O)(=O)C, predict the reaction product. The product is: [Cl:36][C:30]1[CH:31]=[CH:32][CH:33]=[C:34]([Cl:35])[C:29]=1[C:28]([N:8]1[C:5]2=[N:6][CH:7]=[C:2]([C:43]3[CH:42]=[C:41]4[C:46](=[CH:45][CH:44]=3)[NH:38][CH:39]=[CH:40]4)[CH:3]=[C:4]2[C:10]([C:11]([C:13]2[C:14]([F:27])=[C:15]([NH:20][S:21]([CH2:24][CH2:25][CH3:26])(=[O:23])=[O:22])[CH:16]=[CH:17][C:18]=2[F:19])=[O:12])=[CH:9]1)=[O:37].